This data is from Forward reaction prediction with 1.9M reactions from USPTO patents (1976-2016). The task is: Predict the product of the given reaction. (1) The product is: [F:1][C:2]1[N:7]=[C:6]([F:8])[CH:5]=[C:4]([CH2:10][C:11]2[CH:16]=[CH:15][CH:14]=[CH:13][CH:12]=2)[N:3]=1. Given the reactants [F:1][C:2]1[N:7]=[C:6]([F:8])[CH:5]=[C:4](F)[N:3]=1.[CH2:10]([Mg]Cl)[C:11]1[CH:16]=[CH:15][CH:14]=[CH:13][CH:12]=1, predict the reaction product. (2) Given the reactants [Cl:1][C:2]1[CH:11]=[CH:10][CH:9]=[C:8]2[C:3]=1[CH:4]=[C:5]([C:15]1[CH:20]=[CH:19][CH:18]=[CH:17][N:16]=1)[C:6]([CH:12]([NH2:14])[CH3:13])=[N:7]2.CCN(C(C)C)C(C)C.[NH2:30][C:31]1[C:36]([C:37]#[N:38])=[C:35](Cl)[N:34]=[CH:33][N:32]=1, predict the reaction product. The product is: [NH2:30][C:31]1[C:36]([C:37]#[N:38])=[C:35]([NH:14][C@H:12]([C:6]2[C:5]([C:15]3[CH:20]=[CH:19][CH:18]=[CH:17][N:16]=3)=[CH:4][C:3]3[C:8](=[CH:9][CH:10]=[CH:11][C:2]=3[Cl:1])[N:7]=2)[CH3:13])[N:34]=[CH:33][N:32]=1. (3) Given the reactants [CH:1]12[CH2:7][CH:4]([CH:5]=[CH:6]1)[CH2:3][CH:2]2[C:8]([OH:11])([CH3:10])[CH3:9].C([Li])CCC.Cl[CH2:18][C:19]([OH:21])=[O:20].O, predict the reaction product. The product is: [CH:1]12[CH2:7][CH:4]([CH:5]=[CH:6]1)[CH2:3][CH:2]2[C:8]([O:11][CH2:18][C:19]([OH:21])=[O:20])([CH3:9])[CH3:10]. (4) Given the reactants [Br:1][C:2]1[CH:3]=[N:4][CH:5]=[C:6]2[C:11]=1[N:10]=[C:9]([C:12]([OH:14])=O)[CH:8]=[CH:7]2.C(Cl)(=O)C(Cl)=O.Cl.[NH2:22][CH2:23][C:24]1([CH3:30])[NH:28][C:27](=[O:29])[CH2:26][CH2:25]1.C(N(CC)CC)C, predict the reaction product. The product is: [Br:1][C:2]1[CH:3]=[N:4][CH:5]=[C:6]2[C:11]=1[N:10]=[C:9]([C:12]([NH:22][CH2:23][C:24]1([CH3:30])[CH2:25][CH2:26][C:27](=[O:29])[NH:28]1)=[O:14])[CH:8]=[CH:7]2. (5) Given the reactants Cl.BrC1C([C@@H](N)CC2C=C(F)C=C(F)C=2)=NC(SC)=NC=1.[Cl:22][C:23]1[C:24]([C@@H:31]([NH:41][S@](C(C)(C)C)=O)[CH2:32][C:33]2[CH:38]=[C:37]([F:39])[CH:36]=[C:35]([F:40])[CH:34]=2)=[N:25][CH:26]=[C:27]([S:29][CH3:30])[N:28]=1, predict the reaction product. The product is: [ClH:22].[Cl:22][C:23]1[C:24]([C@@H:31]([NH2:41])[CH2:32][C:33]2[CH:38]=[C:37]([F:39])[CH:36]=[C:35]([F:40])[CH:34]=2)=[N:25][CH:26]=[C:27]([S:29][CH3:30])[N:28]=1. (6) The product is: [Br:1][C:2]1[CH:7]=[CH:6][CH:5]=[CH:4][C:3]=1[O:8][CH2:12][CH2:13][F:14]. Given the reactants [Br:1][C:2]1[CH:7]=[CH:6][CH:5]=[CH:4][C:3]=1[OH:8].[H-].[Na+].Br[CH2:12][CH2:13][F:14], predict the reaction product. (7) Given the reactants [O:1]1[CH2:5][CH2:4][O:3][CH:2]1[CH:6]1[CH2:11][CH2:10][C:9]([C:13]#[CH:14])([OH:12])[CH2:8][CH2:7]1.[CH3:15][Si:16](Cl)([CH3:18])[CH3:17].O, predict the reaction product. The product is: [O:1]1[CH2:5][CH2:4][O:3][CH:2]1[CH:6]1[CH2:7][CH2:8][C:9]([C:13]#[CH:14])([O:12][Si:16]([CH3:18])([CH3:17])[CH3:15])[CH2:10][CH2:11]1.